This data is from Forward reaction prediction with 1.9M reactions from USPTO patents (1976-2016). The task is: Predict the product of the given reaction. (1) Given the reactants [NH2:1][C:2]1[C:3]([Cl:40])=[C:4]([C:9]2[N:10]=[C:11]([CH:37]3[CH2:39][CH2:38]3)[N:12](COCC[Si](C)(C)C)[C:13]=2[C:14]2[CH:19]=[CH:18][N:17]=[C:16]([NH:20][CH2:21][C@@H:22]([NH:24][C:25](=[O:28])[O:26][CH3:27])[CH3:23])[N:15]=2)[CH:5]=[C:6]([F:8])[CH:7]=1.C1(C)C=CC(S(O)(=O)=O)=CC=1, predict the reaction product. The product is: [NH2:1][C:2]1[C:3]([Cl:40])=[C:4]([C:9]2[N:10]=[C:11]([CH:37]3[CH2:38][CH2:39]3)[NH:12][C:13]=2[C:14]2[CH:19]=[CH:18][N:17]=[C:16]([NH:20][CH2:21][C@@H:22]([NH:24][C:25](=[O:28])[O:26][CH3:27])[CH3:23])[N:15]=2)[CH:5]=[C:6]([F:8])[CH:7]=1. (2) The product is: [ClH:25].[ClH:25].[CH2:1]([O:4][C@H:5]1[CH2:6][CH2:7][C@H:8]([N:11]2[CH2:12][CH2:13][CH:14]([NH2:17])[CH2:15][CH2:16]2)[CH2:9][CH2:10]1)[CH2:2][CH3:3]. Given the reactants [CH2:1]([O:4][C@H:5]1[CH2:10][CH2:9][C@H:8]([N:11]2[CH2:16][CH2:15][CH:14]([NH:17]C(=O)OC(C)(C)C)[CH2:13][CH2:12]2)[CH2:7][CH2:6]1)[CH2:2][CH3:3].[ClH:25], predict the reaction product. (3) Given the reactants C12(P(C34CC5CC(CC(C5)C3)C4)CCCC)CC3CC(CC(C3)C1)C2.[Cl:26][C:27]1[N:35]=[C:34]2[C:30]([N:31]([CH2:36][C:37]3[CH:42]=[CH:41][C:40]([C:43]([F:46])([F:45])[F:44])=[CH:39][CH:38]=3)[CH:32]=[N:33]2)=[C:29]([NH:47][C@@H:48]([CH:55]2[CH2:58][CH2:57][CH2:56]2)[CH2:49][CH2:50][C:51]([O:53][CH3:54])=[O:52])[N:28]=1.[CH:59]([C:62]1[CH:67]=[CH:66][N:65]=[C:64](Br)[CH:63]=1)([CH3:61])[CH3:60].[F-].[Cs+].C(O)(=O)C(C)(C)C, predict the reaction product. The product is: [Cl:26][C:27]1[N:35]=[C:34]2[C:30]([N:31]([CH2:36][C:37]3[CH:42]=[CH:41][C:40]([C:43]([F:46])([F:44])[F:45])=[CH:39][CH:38]=3)[C:32]([C:64]3[CH:63]=[C:62]([CH:59]([CH3:61])[CH3:60])[CH:67]=[CH:66][N:65]=3)=[N:33]2)=[C:29]([NH:47][C@@H:48]([CH:55]2[CH2:58][CH2:57][CH2:56]2)[CH2:49][CH2:50][C:51]([O:53][CH3:54])=[O:52])[N:28]=1. (4) The product is: [CH3:1][O:2][C:3]1[CH:4]=[CH:5][C:6]2[S:10][C:9]([C:23]3[CH:33]=[CH:32][C:26]([C:27]([O:29][CH2:30][CH3:31])=[O:28])=[CH:25][CH:24]=3)=[CH:8][C:7]=2[CH:14]=1. Given the reactants [CH3:1][O:2][C:3]1[CH:4]=[CH:5][C:6]2[S:10][C:9](B(O)O)=[CH:8][C:7]=2[CH:14]=1.C1(C)C=CC=CC=1.I[C:23]1[CH:33]=[CH:32][C:26]([C:27]([O:29][CH2:30][CH3:31])=[O:28])=[CH:25][CH:24]=1.C(=O)([O-])[O-].[Na+].[Na+], predict the reaction product. (5) Given the reactants [Cl:1][C:2]1[CH:3]=[CH:4][C:5]([N:35]2[CH:39]=[C:38]([C:40]([F:43])([F:42])[F:41])[N:37]=[N:36]2)=[C:6]([C:8]2[N:9]=[CH:10][N:11]([C@@H:15]3[C:31]4[CH:32]=[C:27]([CH:28]=[CH:29][N:30]=4)[C:26]4[NH:25][N:24]=[CH:23][C:22]=4[NH:21][C:20](=[O:33])[C@H:19]([CH3:34])[CH2:18][CH2:17][CH2:16]3)[C:12](=[O:14])[CH:13]=2)[CH:7]=1.Cl[C:45]([F:50])([F:49])C([O-])=O.[Na+].C([O-])([O-])=O.[Cs+].[Cs+], predict the reaction product. The product is: [Cl:1][C:2]1[CH:3]=[CH:4][C:5]([N:35]2[CH:39]=[C:38]([C:40]([F:41])([F:43])[F:42])[N:37]=[N:36]2)=[C:6]([C:8]2[N:9]=[CH:10][N:11]([C@@H:15]3[C:31]4[CH:32]=[C:27]([CH:28]=[CH:29][N:30]=4)[C:26]4[C:22](=[CH:23][N:24]([CH:45]([F:50])[F:49])[N:25]=4)[NH:21][C:20](=[O:33])[C@H:19]([CH3:34])[CH2:18][CH2:17][CH2:16]3)[C:12](=[O:14])[CH:13]=2)[CH:7]=1. (6) Given the reactants C([O:8][C:9]1[C:10]([CH2:17][CH2:18][CH2:19][CH2:20][CH2:21][CH2:22][CH2:23][CH2:24][CH2:25][CH2:26][O:27]COC)=[N:11][C:12]([NH2:16])=[N:13][C:14]=1[CH3:15])C1C=CC=CC=1, predict the reaction product. The product is: [NH2:16][C:12]1[N:11]=[C:10]([CH2:17][CH2:18][CH2:19][CH2:20][CH2:21][CH2:22][CH2:23][CH2:24][CH2:25][CH2:26][OH:27])[C:9]([OH:8])=[C:14]([CH3:15])[N:13]=1. (7) Given the reactants Br[C:2]1[CH:3]=[N:4][N:5]([CH:7]2[CH2:12][CH2:11][CH2:10][CH2:9][O:8]2)[CH:6]=1.C(=O)([O-])[O-].[Na+].[Na+].[N:19]1[CH:24]=[CH:23][C:22](B(O)O)=[CH:21][CH:20]=1, predict the reaction product. The product is: [O:8]1[CH2:9][CH2:10][CH2:11][CH2:12][CH:7]1[N:5]1[CH:6]=[C:2]([C:22]2[CH:23]=[CH:24][N:19]=[CH:20][CH:21]=2)[CH:3]=[N:4]1. (8) The product is: [CH2:17]([S:19]([N:7]1[CH2:8][CH2:9][CH:4]([C:2]#[N:3])[CH2:5][CH2:6]1)(=[O:21])=[O:20])[CH3:18]. Given the reactants [Cl-].[C:2]([CH:4]1[CH2:9][CH2:8][NH2+:7][CH2:6][CH2:5]1)#[N:3].C(N(CC)CC)C.[CH2:17]([S:19](Cl)(=[O:21])=[O:20])[CH3:18], predict the reaction product. (9) Given the reactants [Mg].Br[CH2:3][CH2:4][CH2:5][CH2:6][CH2:7][CH2:8][CH3:9].[CH3:10][C:11](=[CH2:14])[CH:12]=[O:13].Cl, predict the reaction product. The product is: [CH3:14][C:11]([CH:12]([OH:13])[CH2:3][CH2:4][CH2:5][CH2:6][CH2:7][CH2:8][CH3:9])=[CH2:10]. (10) Given the reactants [CH2:1]1[C:10]2[C:5](=[CH:6][CH:7]=[CH:8][CH:9]=2)[CH2:4][CH2:3][N:2]1[CH2:11][CH2:12][CH2:13][CH2:14][O:15][C:16]1[N:21]=[C:20]([NH2:22])[CH:19]=[CH:18][CH:17]=1.[CH3:23][S:24](Cl)(=[O:26])=[O:25], predict the reaction product. The product is: [CH2:1]1[C:10]2[C:5](=[CH:6][CH:7]=[CH:8][CH:9]=2)[CH2:4][CH2:3][N:2]1[CH2:11][CH2:12][CH2:13][CH2:14][O:15][C:16]1[N:21]=[C:20]([NH:22][S:24]([CH3:23])(=[O:26])=[O:25])[CH:19]=[CH:18][CH:17]=1.